This data is from Forward reaction prediction with 1.9M reactions from USPTO patents (1976-2016). The task is: Predict the product of the given reaction. (1) Given the reactants C(Cl)(=O)C(Cl)=O.CS(C)=O.[C:11]([O:15][C:16](=[O:22])[NH:17][CH2:18][CH2:19][CH2:20][OH:21])([CH3:14])([CH3:13])[CH3:12].C(N(CC)CC)C, predict the reaction product. The product is: [C:11]([O:15][C:16](=[O:22])[NH:17][CH2:18][CH2:19][CH:20]=[O:21])([CH3:14])([CH3:12])[CH3:13]. (2) Given the reactants [CH:1]1([CH2:7][Mg]Br)[CH2:6][CH2:5][CH2:4][CH2:3][CH2:2]1.[CH3:10][O:11][C:12]([C:14]1[N:15]=[C:16](S(C)(=O)=O)[N:17]([CH3:29])[C:18](=[O:28])[C:19]=1[O:20][CH2:21][C:22]1[CH:27]=[CH:26][CH:25]=[CH:24][CH:23]=1)=[O:13], predict the reaction product. The product is: [CH3:10][O:11][C:12]([C:14]1[N:15]=[C:16]([CH2:7][CH:1]2[CH2:6][CH2:5][CH2:4][CH2:3][CH2:2]2)[N:17]([CH3:29])[C:18](=[O:28])[C:19]=1[O:20][CH2:21][C:22]1[CH:27]=[CH:26][CH:25]=[CH:24][CH:23]=1)=[O:13].